Dataset: Full USPTO retrosynthesis dataset with 1.9M reactions from patents (1976-2016). Task: Predict the reactants needed to synthesize the given product. Given the product [CH2:1]([N:3]1[CH:7]=[CH:6][C:5]([NH:8][C:9](=[O:30])[C:10]2[CH:11]=[C:12]([O:24][C@@H:25]([CH3:29])[CH2:26][O:27][CH3:28])[CH:13]=[C:14]([OH:16])[CH:15]=2)=[N:4]1)[CH3:2], predict the reactants needed to synthesize it. The reactants are: [CH2:1]([N:3]1[CH:7]=[CH:6][C:5]([NH:8][C:9](=[O:30])[C:10]2[CH:15]=[C:14]([O:16]CC3C=CC=CC=3)[CH:13]=[C:12]([O:24][C@@H:25]([CH3:29])[CH2:26][O:27][CH3:28])[CH:11]=2)=[N:4]1)[CH3:2].